This data is from Forward reaction prediction with 1.9M reactions from USPTO patents (1976-2016). The task is: Predict the product of the given reaction. Given the reactants [C:1]([O:5][CH3:6])(=[O:4])[CH:2]=[CH2:3].C1(C)C=CC=CC=1P(C1C=CC=CC=1C)C1C=CC=CC=1C.[CH2:29]([O:36][C:37]1[CH:38]=[C:39]([C:44](Br)=[CH:45][N:46]=1)[C:40]([O:42][CH3:43])=[O:41])[C:30]1[CH:35]=[CH:34][CH:33]=[CH:32][CH:31]=1, predict the reaction product. The product is: [CH2:29]([O:36][C:37]1[CH:38]=[C:39]([C:44]([CH:3]=[CH:2][C:1]([O:5][CH3:6])=[O:4])=[CH:45][N:46]=1)[C:40]([O:42][CH3:43])=[O:41])[C:30]1[CH:35]=[CH:34][CH:33]=[CH:32][CH:31]=1.